Dataset: Reaction yield outcomes from USPTO patents with 853,638 reactions. Task: Predict the reaction yield, written as a fraction of the theoretical maximum amount of product (1.0 means a 100% yield; for example, 0.34 means a 34% yield). (1) The reactants are [CH2:1]([C:3]1(C=C(C)C([O-])=O)[CH:10]2[CH2:11][CH:6]3[CH2:7][CH:8]([CH2:12][CH:4]1[CH2:5]3)[CH2:9]2)[CH3:2].[C:19]([O:24][C:25]12[CH2:34][CH:29]3[CH2:30][CH:31]([CH2:33][C:27]([OH:35])([CH2:28]3)[CH2:26]1)[CH2:32]2)(=[O:23])[C:20]([CH3:22])=[CH2:21].[C:36]([O:41][CH:42]1[CH2:47][CH2:46][O:45][C:43]1=[O:44])(=[O:40])[C:37]([CH3:39])=[CH2:38].N(C(C)(C)C#N)=NC(C)(C)C#N. The catalyst is CCCCCCC.C(C(C)=O)C(C)C. The product is [C:19]([O:24][C:3]1([CH2:1][CH3:2])[CH:10]2[CH2:9][CH:8]3[CH2:7][CH:6]([CH2:5][CH:4]1[CH2:12]3)[CH2:11]2)(=[O:23])[C:20]([CH3:22])=[CH2:21].[C:19]([O:24][C:25]12[CH2:32][CH:31]3[CH2:30][CH:29]([CH2:28][C:27]([OH:35])([CH2:33]3)[CH2:26]1)[CH2:34]2)(=[O:23])[C:20]([CH3:22])=[CH2:21].[C:36]([O:41][CH:42]1[CH2:47][CH2:46][O:45][C:43]1=[O:44])(=[O:40])[C:37]([CH3:39])=[CH2:38]. The yield is 0.600. (2) The reactants are [F-].C([N+](CCCC)(CCCC)CCCC)CCC.[F:19][C:20]1[CH:21]=[C:22]([CH:25]=[CH:26][C:27]=1[F:28])[CH:23]=[O:24].[F:29][C:30]([Si](C)(C)C)([F:32])[F:31].Cl. The catalyst is C1COCC1. The product is [F:19][C:20]1[CH:21]=[C:22]([CH:23]([OH:24])[C:30]([F:32])([F:31])[F:29])[CH:25]=[CH:26][C:27]=1[F:28]. The yield is 0.900. (3) The reactants are CCN(C(C)C)C(C)C.[C:10]1([C:16]2[NH:20][N:19]=[C:18]([C:21]([NH:23][CH2:24][C:25]([OH:27])=O)=[O:22])[CH:17]=2)[CH:15]=[CH:14][CH:13]=[CH:12][CH:11]=1.C1C=CC2N(O)N=NC=2C=1.CCN=C=NCCCN(C)C.Cl.Cl.[NH:51]1[CH2:56][CH2:55][CH:54]([O:57][C:58]2[CH:65]=[CH:64][CH:63]=[CH:62][C:59]=2[CH:60]=[O:61])[CH2:53][CH2:52]1. The catalyst is CN(C=O)C.O. The product is [CH:60]([C:59]1[CH:62]=[CH:63][CH:64]=[CH:65][C:58]=1[O:57][CH:54]1[CH2:55][CH2:56][N:51]([C:25](=[O:27])[CH2:24][NH:23][C:21]([C:18]2[CH:17]=[C:16]([C:10]3[CH:11]=[CH:12][CH:13]=[CH:14][CH:15]=3)[NH:20][N:19]=2)=[O:22])[CH2:52][CH2:53]1)=[O:61]. The yield is 0.440. (4) The reactants are CON(C)[C:4]([CH:6]1[CH:10]([C:11]2[CH:16]=[CH:15][C:14]([Cl:17])=[C:13]([Cl:18])[CH:12]=2)[CH2:9][N:8]([CH2:19][C:20]2[CH:25]=[CH:24][CH:23]=[CH:22][CH:21]=2)[CH2:7]1)=[O:5].[CH2:27]([Li])[CH3:28]. The catalyst is C1COCC1. The product is [CH2:19]([N:8]1[CH2:9][CH:10]([C:11]2[CH:16]=[CH:15][C:14]([Cl:17])=[C:13]([Cl:18])[CH:12]=2)[CH:6]([C:4](=[O:5])[CH2:27][CH3:28])[CH2:7]1)[C:20]1[CH:25]=[CH:24][CH:23]=[CH:22][CH:21]=1. The yield is 0.610.